This data is from Full USPTO retrosynthesis dataset with 1.9M reactions from patents (1976-2016). The task is: Predict the reactants needed to synthesize the given product. The reactants are: C(O)C.OS(O)(=O)=O.[Br:9][C:10]1[CH:16]=[C:15]([CH:17]([CH3:19])[CH3:18])[CH:14]=[CH:13][C:11]=1N.N([O-])=O.[Na+]. Given the product [Br:9][C:10]1[CH:11]=[CH:13][CH:14]=[C:15]([CH:17]([CH3:19])[CH3:18])[CH:16]=1, predict the reactants needed to synthesize it.